From a dataset of Forward reaction prediction with 1.9M reactions from USPTO patents (1976-2016). Predict the product of the given reaction. (1) Given the reactants [C:1]1([CH:7]([N:18]2[CH2:23][CH2:22][NH:21][CH2:20][CH2:19]2)[C:8]2[CH:13]=[CH:12][CH:11]=[C:10]([C:14]([F:17])([F:16])[F:15])[CH:9]=2)[CH:6]=[CH:5][CH:4]=[CH:3][CH:2]=1.Br[CH2:25][C:26]([O:28][CH3:29])=[O:27].C(N(CC)CC)C, predict the reaction product. The product is: [C:1]1([C@@H:7]([C:8]2[CH:13]=[CH:12][CH:11]=[C:10]([C:14]([F:15])([F:17])[F:16])[CH:9]=2)[N:18]2[CH2:23][CH2:22][N:21]([CH2:25][C:26]([O:28][CH3:29])=[O:27])[CH2:20][CH2:19]2)[CH:2]=[CH:3][CH:4]=[CH:5][CH:6]=1. (2) Given the reactants [OH:1][CH2:2][C:3]#[C:4][C:5]([N:8]1[Si](C)(C)CC[Si]1(C)C)([CH3:7])[CH3:6].[ClH:17], predict the reaction product. The product is: [ClH:17].[NH2:8][C:5]([CH3:7])([CH3:6])[C:4]#[C:3][CH2:2][OH:1].